The task is: Predict the product of the given reaction.. This data is from Forward reaction prediction with 1.9M reactions from USPTO patents (1976-2016). (1) Given the reactants [F:1][C:2]1[CH:7]=[CH:6][C:5]([NH:8][C:9]([C:11]2([C:14]([OH:16])=O)[CH2:13][CH2:12]2)=[O:10])=[CH:4][CH:3]=1.C1(C(O)=O)(C(O)=O)CC1.FC1C=CC([NH2:31])=CC=1.[F:34][C:35]1[CH:36]=[C:37](N)[CH:38]=[CH:39][C:40]=1[O:41][C:42]1[CH:47]=[CH:46][N:45]=[C:44]2[CH:48]=[C:49]([C:51]3[CH:56]=[CH:55][CH:54]=[CH:53][CH:52]=3)[S:50][C:43]=12, predict the reaction product. The product is: [F:34][C:35]1[CH:36]=[C:37]([N:8]([C:5]2[CH:4]=[CH:3][C:2]([F:1])=[CH:7][CH:6]=2)[C:9]([C:11]2([C:14]([NH2:31])=[O:16])[CH2:12][CH2:13]2)=[O:10])[CH:38]=[CH:39][C:40]=1[O:41][C:42]1[CH:47]=[CH:46][N:45]=[C:44]2[CH:48]=[C:49]([C:51]3[CH:52]=[CH:53][CH:54]=[CH:55][CH:56]=3)[S:50][C:43]=12. (2) Given the reactants [NH2:1][C:2]1[N:7]=[C:6]([N:8]2[C@H:13]([CH3:14])[CH2:12][CH2:11][C@H:10]([C:15](O)=[O:16])[CH2:9]2)[CH:5]=[C:4]([C:18]2[CH:23]=[CH:22][C:21]([C:24]#[N:25])=[C:20]([F:26])[CH:19]=2)[N:3]=1.CN(C(ON1N=NC2C=CC=NC1=2)=[N+](C)C)C.F[P-](F)(F)(F)(F)F.CCN(C(C)C)C(C)C.[CH:60]1([C@H:66]([NH2:68])[CH3:67])[CH2:65][CH2:64][CH2:63][CH2:62][CH2:61]1, predict the reaction product. The product is: [NH2:1][C:2]1[N:7]=[C:6]([N:8]2[C@H:13]([CH3:14])[CH2:12][CH2:11][C@H:10]([C:15]([NH:68][C@@H:66]([CH:60]3[CH2:65][CH2:64][CH2:63][CH2:62][CH2:61]3)[CH3:67])=[O:16])[CH2:9]2)[CH:5]=[C:4]([C:18]2[CH:23]=[CH:22][C:21]([C:24]#[N:25])=[C:20]([F:26])[CH:19]=2)[N:3]=1. (3) The product is: [Cl:1][C:2]1[CH:3]=[CH:4][C:5]([N:8]2[C:13](=[O:14])[C:12]3[N:15]([CH2:24][C:25]([NH2:38])=[O:26])[N:16]=[C:17]([C:18]4[CH:23]=[CH:22][CH:21]=[CH:20][CH:19]=4)[C:11]=3[N:10]=[C:9]2[C:28]2[CH:33]=[CH:32][C:31]([CH:34]([CH3:35])[CH3:36])=[CH:30][CH:29]=2)=[CH:6][CH:7]=1. Given the reactants [Cl:1][C:2]1[CH:7]=[CH:6][C:5]([N:8]2[C:13](=[O:14])[C:12]3[N:15]([CH2:24][C:25](O)=[O:26])[N:16]=[C:17]([C:18]4[CH:23]=[CH:22][CH:21]=[CH:20][CH:19]=4)[C:11]=3[N:10]=[C:9]2[C:28]2[CH:33]=[CH:32][C:31]([CH:34]([CH3:36])[CH3:35])=[CH:30][CH:29]=2)=[CH:4][CH:3]=1.C[N:38](C(ON1N=NC2C=CC=NC1=2)=[N+](C)C)C.F[P-](F)(F)(F)(F)F.CCN(C(C)C)C(C)C.N, predict the reaction product. (4) Given the reactants [Br:1][C:2]1[CH:3]=[C:4]([CH:8]([S:13]([NH2:16])(=[O:15])=[O:14])[C:9]([OH:12])([CH3:11])[CH3:10])[CH:5]=[CH:6][CH:7]=1.[CH:17]1([N:23]=[C:24]=S)[CH2:22][CH2:21][CH2:20][CH2:19][CH2:18]1.C[Si]([N-][Si](C)(C)C)(C)C.[Na+].BrN1C(=O)CCC1=O, predict the reaction product. The product is: [Br:1][C:2]1[CH:3]=[C:4]([CH:8]2[C:9]([CH3:10])([CH3:11])[O:12][C:24]([NH:23][CH:17]3[CH2:22][CH2:21][CH2:20][CH2:19][CH2:18]3)=[N:16][S:13]2(=[O:14])=[O:15])[CH:5]=[CH:6][CH:7]=1.